Dataset: KCNQ2 potassium channel screen with 302,405 compounds. Task: Binary Classification. Given a drug SMILES string, predict its activity (active/inactive) in a high-throughput screening assay against a specified biological target. (1) The drug is S(=O)(=O)(N(CCCC)Cc1cc2c([nH]c1=O)cccc2)c1ccc(cc1)C. The result is 0 (inactive). (2) The drug is S(=O)(=O)(N(CC(=O)Nc1cc(CC)ccc1)c1ccc(OC)cc1)c1c([nH]nc1C)C. The result is 0 (inactive). (3) The result is 0 (inactive). The compound is s1cc(CN2C(CN(CC2)Cc2cn(nc2)c2ccc(F)cc2)CCO)cc1. (4) The molecule is Clc1cc2nccc(NNC(=S)N)c2cc1. The result is 0 (inactive). (5) The drug is O1CCN(C(=O)CC(c2c3oc(=O)cc(c3c(OC)cc2OC)c2ccccc2)c2ccc(N(C)C)cc2)CC1. The result is 0 (inactive). (6) The drug is Clc1c(OCc2onc(C(=O)N3CC(OC(C3)C)C)c2)ccc(OC)c1. The result is 0 (inactive). (7) The drug is Clc1c(c2nc(sc2)NC(OCC)=O)ccc(Cl)c1. The result is 0 (inactive).